The task is: Predict the reactants needed to synthesize the given product.. This data is from Full USPTO retrosynthesis dataset with 1.9M reactions from patents (1976-2016). (1) The reactants are: [NH2:1][C@@H:2]([C:13](O)=[O:14])[CH2:3][C:4]1[CH:9]=[CH:8][C:7]([N+:10]([O-:12])=[O:11])=[CH:6][CH:5]=1.[NH2:16][C@H:17]([C:28]([O:30][CH3:31])=[O:29])[CH2:18][C:19]1[CH:24]=[CH:23][C:22]([N+:25]([O-:27])=[O:26])=[CH:21][CH:20]=1.Cl.C1CN([P+](ON2N=NC3C=CC=CC2=3)(N2CCCC2)N2CCCC2)CC1.F[P-](F)(F)(F)(F)F.CCN(C(C)C)C(C)C. Given the product [NH2:1][C@@H:2]([C:13]([NH:16][C@H:17]([C:28]([O:30][CH3:31])=[O:29])[CH2:18][C:19]1[CH:20]=[CH:21][C:22]([N+:25]([O-:27])=[O:26])=[CH:23][CH:24]=1)=[O:14])[CH2:3][C:4]1[CH:5]=[CH:6][C:7]([N+:10]([O-:12])=[O:11])=[CH:8][CH:9]=1, predict the reactants needed to synthesize it. (2) The reactants are: C1(P(C2CCCCC2)C2C=CC=CC=2C2C(OC)=CC=CC=2OC)CCCCC1.C([O:32][C:33](=[O:54])[CH2:34][C:35]1[CH:40]=[CH:39][C:38]([O:41][CH:42]([CH3:44])[CH3:43])=[C:37](B2OC(C)(C)C(C)(C)O2)[CH:36]=1)C.P([O-])([O-])([O-])=O.[K+].[K+].[K+].[CH2:63]([O:70][C:71]([N:73]1[CH2:82][CH2:81][C:80]2[C:75](=[C:76](Cl)[CH:77]=[CH:78][C:79]=2[C:83]#[N:84])[CH2:74]1)=[O:72])[C:64]1[CH:69]=[CH:68][CH:67]=[CH:66][CH:65]=1. Given the product [CH2:63]([O:70][C:71]([N:73]1[CH2:82][CH2:81][C:80]2[C:75](=[C:76]([C:37]3[CH:36]=[C:35]([CH2:34][C:33]([OH:32])=[O:54])[CH:40]=[CH:39][C:38]=3[O:41][CH:42]([CH3:43])[CH3:44])[CH:77]=[CH:78][C:79]=2[C:83]#[N:84])[CH2:74]1)=[O:72])[C:64]1[CH:69]=[CH:68][CH:67]=[CH:66][CH:65]=1, predict the reactants needed to synthesize it. (3) Given the product [OH:1][C:2]1[CH:3]=[CH:4][CH:5]=[C:6]2[C:11]=1[CH:10]=[CH:9][C:8]1[CH:14]([C:16]3[CH:21]=[CH:20][CH:19]=[CH:18][CH:17]=3)[C:13](=[O:22])[O:12][C:7]=12, predict the reactants needed to synthesize it. The reactants are: [OH:1][C:2]1[C:11]2[C:6](=[C:7]([OH:12])[CH:8]=[CH:9][CH:10]=2)[CH:5]=[CH:4][CH:3]=1.[C:13](O)(=[O:22])[CH:14]([C:16]1[CH:21]=[CH:20][CH:19]=[CH:18][CH:17]=1)O.